Dataset: Catalyst prediction with 721,799 reactions and 888 catalyst types from USPTO. Task: Predict which catalyst facilitates the given reaction. (1) Reactant: FC1CCCC1.Cl.[CH3:8][O:9][CH2:10][O:11][C:12]1[CH:21]=[CH:20][C:19]2[O:18][CH:17]([C:22]3[CH:27]=[CH:26][C:25]([O:28][CH2:29][O:30][CH3:31])=[CH:24][CH:23]=3)[CH:16]3[CH2:32][CH:33]([OH:35])[CH2:34][CH:15]3[C:14]=2[CH:13]=1. Product: [CH3:8][O:9][CH2:10][O:11][C:12]1[CH:21]=[CH:20][C:19]2[O:18][CH:17]([C:22]3[CH:23]=[CH:24][C:25]([O:28][CH2:29][O:30][CH3:31])=[CH:26][CH:27]=3)[CH:16]3[CH2:32][C:33](=[O:35])[CH2:34][CH:15]3[C:14]=2[CH:13]=1. The catalyst class is: 20. (2) Reactant: [CH2:1]([O:3][C:4]([C:6]1[CH:11]=[CH:10][N:9]2[CH:12]=[N:13][N:14]=[C:8]2[CH:7]=1)=[O:5])[CH3:2].C1C(=O)N([Br:22])C(=O)C1.C(=O)([O-])[O-].[K+].[K+]. Product: [Br:22][C:12]1[N:9]2[CH:10]=[CH:11][C:6]([C:4]([O:3][CH2:1][CH3:2])=[O:5])=[CH:7][C:8]2=[N:14][N:13]=1. The catalyst class is: 22. (3) Reactant: [C:1]1([S:7]([N:10]2[C:18]3[C:13](=[CH:14][C:15]([CH:19]([C:22]4[CH:27]=[CH:26][CH:25]=[CH:24][CH:23]=4)[CH2:20][OH:21])=[CH:16][CH:17]=3)[CH:12]=[CH:11]2)(=[O:9])=[O:8])[CH:6]=[CH:5][CH:4]=[CH:3][CH:2]=1.[C:28]([Si:32]([CH3:35])([CH3:34])Cl)([CH3:31])([CH3:30])[CH3:29].N1C=CN=C1. Product: [C:1]1([S:7]([N:10]2[C:18]3[C:13](=[CH:14][C:15]([CH:19]([C:22]4[CH:23]=[CH:24][CH:25]=[CH:26][CH:27]=4)[CH2:20][O:21][Si:32]([C:28]([CH3:31])([CH3:30])[CH3:29])([CH3:35])[CH3:34])=[CH:16][CH:17]=3)[CH:12]=[CH:11]2)(=[O:8])=[O:9])[CH:6]=[CH:5][CH:4]=[CH:3][CH:2]=1. The catalyst class is: 35. (4) Reactant: [C:1](Cl)(=[O:8])[CH2:2][CH2:3][CH2:4][CH2:5][CH2:6][CH3:7].[Br:10][C:11]1[CH:17]=[C:16]([CH3:18])[C:14]([NH2:15])=[C:13]([CH3:19])[CH:12]=1. Product: [Br:10][C:11]1[CH:17]=[C:16]([CH3:18])[C:14]([NH:15][C:1](=[O:8])[CH2:2][CH2:3][CH2:4][CH2:5][CH2:6][CH3:7])=[C:13]([CH3:19])[CH:12]=1. The catalyst class is: 10. (5) Reactant: C(O[C:6](=O)[N:7](C)[C@@H:8]([C:15](=[O:18])[NH:16][CH3:17])[CH2:9][C:10]1[S:11][CH:12]=[CH:13][CH:14]=1)(C)(C)C.FC(F)(F)C(O)=O.O.C(=O)([O-])O.[Na+]. Product: [CH3:17][NH:16][C:15](=[O:18])[C@H:8]([NH:7][CH3:6])[CH2:9][C:10]1[S:11][CH:12]=[CH:13][CH:14]=1. The catalyst class is: 2.